The task is: Regression/Classification. Given a drug SMILES string, predict its absorption, distribution, metabolism, or excretion properties. Task type varies by dataset: regression for continuous measurements (e.g., permeability, clearance, half-life) or binary classification for categorical outcomes (e.g., BBB penetration, CYP inhibition). For this dataset (ppbr_az), we predict Y.. This data is from Plasma protein binding rate (PPBR) regression data from AstraZeneca. (1) The compound is N#Cc1ccc2c(c1)NC(=O)C2c1ncnc2cc(OCCCN3CCOCC3)ccc12. The Y is 98.7 %. (2) The drug is N=C(N)NC(=O)c1nc(Cl)c(N)nc1N. The Y is 27.1 %. (3) The molecule is Cc1cc(=O)n(-c2ccccc2)n1C. The Y is 19.4 %. (4) The drug is O=C(NCc1ccc(F)c(OC(F)(F)F)c1)C1c2ccccc2C(=O)N1CCc1ncc(F)cn1. The Y is 96.8 %.